From a dataset of Reaction yield outcomes from USPTO patents with 853,638 reactions. Predict the reaction yield, written as a fraction of the theoretical maximum amount of product (1.0 means a 100% yield; for example, 0.34 means a 34% yield). (1) The reactants are [Cl:1][C:2]1[CH:10]=[C:6]([C:7]([OH:9])=O)[C:5]([OH:11])=[CH:4][CH:3]=1.[NH2:12][C:13]1[N:18]=[C:17]([O:19][CH3:20])[CH:16]=[C:15]([Cl:21])[N:14]=1. No catalyst specified. The product is [Cl:1][C:2]1[CH:3]=[CH:4][C:5]([OH:11])=[C:6]([CH:10]=1)[C:7]([NH:12][C:13]1[N:18]=[C:17]([O:19][CH3:20])[CH:16]=[C:15]([Cl:21])[N:14]=1)=[O:9]. The yield is 0.0220. (2) The reactants are [CH3:1][N:2](C=O)C.[OH:6][C:7]1[CH:16]=[CH:15][C:10]([C:11]([O:13][CH3:14])=[O:12])=[CH:9][C:8]=1I.CCN(C(C)C)C(C)C.CN.CN(C(ON1N=NC2C=CC=CC1=2)=[N+](C)C)C.F[P-](F)(F)(F)(F)F. No catalyst specified. The product is [C:1]([C:8]1[CH:9]=[C:10]([CH:15]=[CH:16][C:7]=1[OH:6])[C:11]([O:13][CH3:14])=[O:12])#[N:2]. The yield is 0.630.